Dataset: Forward reaction prediction with 1.9M reactions from USPTO patents (1976-2016). Task: Predict the product of the given reaction. (1) The product is: [CH3:18][C:17]1[NH:1][C:2]2[N:7]=[C:6]([OH:8])[N:5]=[C:4]([OH:9])[C:3]=2[CH:16]=1. Given the reactants [NH2:1][C:2]1[NH:7][C:6](=[O:8])[NH:5][C:4](=[O:9])[CH:3]=1.C([O-])(=O)C.[Na+].Cl[CH2:16][C:17](=O)[CH3:18], predict the reaction product. (2) Given the reactants [CH:1]1([C:4]([C:6]2[O:7][C:8]([C:11]3[CH:16]=[CH:15][CH:14]=[CH:13][N:12]=3)=[CH:9][N:10]=2)=[O:5])[CH2:3][CH2:2]1.[CH3:17][NH:18][CH2:19][CH2:20][C:21]1[CH:26]=[CH:25][CH:24]=[CH:23][CH:22]=1, predict the reaction product. The product is: [CH3:17][N:18]([CH2:19][CH2:20][C:21]1[CH:26]=[CH:25][CH:24]=[CH:23][CH:22]=1)[CH2:2][CH2:3][CH2:1][C:4]([C:6]1[O:7][C:8]([C:11]2[CH:16]=[CH:15][CH:14]=[CH:13][N:12]=2)=[CH:9][N:10]=1)=[O:5]. (3) Given the reactants [Br:1][CH2:2][CH2:3][CH2:4][CH2:5][CH2:6][CH2:7][OH:8].[C:9]1([P:15]([C:22]2[CH:27]=[CH:26][CH:25]=[CH:24][CH:23]=2)[C:16]2[CH:21]=[CH:20][CH:19]=[CH:18][CH:17]=2)[CH:14]=[CH:13][CH:12]=[CH:11][CH:10]=1.C(#N)C, predict the reaction product. The product is: [Br-:1].[OH:8][CH2:7][CH2:6][CH2:5][CH2:4][CH2:3][CH2:2][P+:15]([C:16]1[CH:17]=[CH:18][CH:19]=[CH:20][CH:21]=1)([C:22]1[CH:27]=[CH:26][CH:25]=[CH:24][CH:23]=1)[C:9]1[CH:10]=[CH:11][CH:12]=[CH:13][CH:14]=1. (4) Given the reactants C(O[C:6]([N:8]1[CH2:12][C:11](=[N:13][O:14][CH2:15][C:16]2[CH:21]=[CH:20][C:19]([Cl:22])=[C:18]([Cl:23])[CH:17]=2)[CH2:10][C@H:9]1[C:24]([OH:26])=O)=[O:7])(C)(C)C.[N:27]([CH2:30][CH2:31][CH2:32][CH2:33][CH3:34])=C=O.[N:35]1[C:44]2[C:39](=[CH:40][C:41]([NH2:45])=[CH:42][CH:43]=2)[CH:38]=[CH:37][CH:36]=1, predict the reaction product. The product is: [Cl:23][C:18]1[CH:17]=[C:16]([CH:21]=[CH:20][C:19]=1[Cl:22])[CH2:15][O:14][N:13]=[C:11]1[CH2:12][N:8]([C:6]([NH:27][CH2:30][CH2:31][CH2:32][CH2:33][CH3:34])=[O:7])[C@H:9]([C:24]([NH:45][C:41]2[CH:40]=[C:39]3[C:44](=[CH:43][CH:42]=2)[N:35]=[CH:36][CH:37]=[CH:38]3)=[O:26])[CH2:10]1. (5) Given the reactants [O:1]=[C:2]1[C:7](CC2C=CC=CC=2)=[C:6](C)[C:5]2[CH:16]=[CH:17][C:18]([CH:20]=C)=[CH:19][C:4]=2[O:3]1.I([O-])(=O)(=O)=[O:23].[Na+], predict the reaction product. The product is: [CH:20]([C:18]1[CH:19]=[C:4]2[C:5]([CH:6]=[CH:7][C:2](=[O:1])[O:3]2)=[CH:16][CH:17]=1)=[O:23]. (6) Given the reactants [F:1][C:2]1[CH:18]=[CH:17][C:5]2[N:6]([C@@H:10]3[CH2:15][CH2:14][C@H:13]([NH2:16])[CH2:12][CH2:11]3)[C:7]([CH3:9])=[N:8][C:4]=2[CH:3]=1.[CH:19]([C@@H:21]1[CH2:29][C:28]2[C:23](=[CH:24][CH:25]=[C:26]([C:30]#[N:31])[CH:27]=2)[CH2:22]1)=O, predict the reaction product. The product is: [F:1][C:2]1[CH:18]=[CH:17][C:5]2[N:6]([C@@H:10]3[CH2:11][CH2:12][C@H:13]([NH:16][CH2:19][C@@H:21]4[CH2:29][C:28]5[C:23](=[CH:24][CH:25]=[C:26]([C:30]#[N:31])[CH:27]=5)[CH2:22]4)[CH2:14][CH2:15]3)[C:7]([CH3:9])=[N:8][C:4]=2[CH:3]=1.